This data is from Forward reaction prediction with 1.9M reactions from USPTO patents (1976-2016). The task is: Predict the product of the given reaction. (1) Given the reactants [Cl:1][C:2]1[CH:3]=[C:4]([CH:8]=[CH:9][C:10]=1[N:11]([CH2:28][CH2:29][OH:30])[C:12]([C:14]1[S:27][C:17]2[C:18]3[CH:26]=[CH:25][CH:24]=[CH:23][C:19]=3[O:20][CH2:21][CH2:22][C:16]=2[CH:15]=1)=[O:13])[C:5](O)=[O:6].[CH3:31][NH:32][CH3:33], predict the reaction product. The product is: [Cl:1][C:2]1[CH:3]=[C:4]([C:5](=[O:6])[N:32]([CH3:33])[CH3:31])[CH:8]=[CH:9][C:10]=1[N:11]([CH2:28][CH2:29][OH:30])[C:12]([C:14]1[S:27][C:17]2[C:18]3[CH:26]=[CH:25][CH:24]=[CH:23][C:19]=3[O:20][CH2:21][CH2:22][C:16]=2[CH:15]=1)=[O:13]. (2) The product is: [CH3:6][C:7]1[C:8]([O:9][C:10]2[C:15]([C:16]3[CH:21]=[CH:20][N:19]=[CH:18][N:17]=3)=[CH:14][CH:13]=[CH:12][N:11]=2)=[C:22]([CH3:29])[CH:23]=[CH:24][C:25]=1[NH2:26]. Given the reactants O.O.[Sn](Cl)Cl.[CH3:6][C:7]1[C:25]([N+:26]([O-])=O)=[CH:24][CH:23]=[C:22]([CH3:29])[C:8]=1[O:9][C:10]1[C:15]([C:16]2[CH:21]=[CH:20][N:19]=[CH:18][N:17]=2)=[CH:14][CH:13]=[CH:12][N:11]=1, predict the reaction product.